Predict the reactants needed to synthesize the given product. From a dataset of Full USPTO retrosynthesis dataset with 1.9M reactions from patents (1976-2016). (1) Given the product [C:10]([O:14][C:15]([N:17]1[C:25]2[C:20](=[CH:21][C:22]([CH2:26][OH:27])=[CH:23][CH:24]=2)[CH:19]=[CH:18]1)=[O:16])([CH3:13])([CH3:11])[CH3:12], predict the reactants needed to synthesize it. The reactants are: N[C@@H](C(N)=O)CC(C)C.[C:10]([O:14][C:15]([N:17]1[C:25]2[C:20](=[CH:21][C:22]([CH:26]=[O:27])=[CH:23][CH:24]=2)[CH:19]=[CH:18]1)=[O:16])([CH3:13])([CH3:12])[CH3:11].ClCCCl.C(O[BH-](OC(=O)C)OC(=O)C)(=O)C.[Na+]. (2) Given the product [Cl:17][C:14]1[N:13]=[CH:12][C:11]2[C:10]([C:18]([O:20][CH3:21])=[O:19])=[N:9][N:8]([C:4]3[CH:5]=[CH:6][CH:7]=[C:2]([C:23]#[C:22][C@:24]4([OH:31])[CH2:28][CH2:27][N:26]([CH3:29])[C:25]4=[O:30])[CH:3]=3)[C:16]=2[CH:15]=1, predict the reactants needed to synthesize it. The reactants are: Br[C:2]1[CH:3]=[C:4]([N:8]2[C:16]3[CH:15]=[C:14]([Cl:17])[N:13]=[CH:12][C:11]=3[C:10]([C:18]([O:20][CH3:21])=[O:19])=[N:9]2)[CH:5]=[CH:6][CH:7]=1.[C:22]([C@:24]1([OH:31])[CH2:28][CH2:27][N:26]([CH3:29])[C:25]1=[O:30])#[CH:23].